The task is: Predict the reactants needed to synthesize the given product.. This data is from Full USPTO retrosynthesis dataset with 1.9M reactions from patents (1976-2016). (1) Given the product [Cl:1][C:2]1[CH:8]=[C:7]2[C:5](=[C:4]([F:10])[CH:3]=1)[NH:6][C:26]([Si:27]([CH2:32][CH3:33])([CH2:30][CH3:31])[CH2:28][CH3:29])=[C:25]2[CH2:24][CH2:23][NH:22][C:20](=[O:21])[C:19]1[CH:18]=[CH:17][C:16]([CH2:15][C:14]2[CH:36]=[CH:37][CH:38]=[C:12]([F:11])[CH:13]=2)=[CH:35][CH:34]=1, predict the reactants needed to synthesize it. The reactants are: [Cl:1][C:2]1[CH:8]=[C:7](I)[C:5]([NH2:6])=[C:4]([F:10])[CH:3]=1.[F:11][C:12]1[CH:13]=[C:14]([CH:36]=[CH:37][CH:38]=1)[CH2:15][C:16]1[CH:35]=[CH:34][C:19]([C:20]([NH:22][CH2:23][CH2:24][C:25]#[C:26][Si:27]([CH2:32][CH3:33])([CH2:30][CH3:31])[CH2:28][CH3:29])=[O:21])=[CH:18][CH:17]=1.[Cl-].[Li+].C(=O)([O-])[O-].[Na+].[Na+]. (2) Given the product [CH:40]1([C:39]2[C:20]([N:15]([C:12]3[CH:11]=[CH:10][C:9]([OH:8])=[CH:14][CH:13]=3)[S:16]([CH3:19])(=[O:18])=[O:17])=[CH:21][C:22]3[O:26][C:25]([C:27]4[CH:32]=[CH:31][C:30]([F:33])=[CH:29][CH:28]=4)=[C:24]([C:34]([NH:36][CH3:37])=[O:35])[C:23]=3[CH:38]=2)[CH2:42][CH2:41]1, predict the reactants needed to synthesize it. The reactants are: C([O:8][C:9]1[CH:14]=[CH:13][C:12]([N:15]([C:20]2[C:39]([CH:40]3[CH2:42][CH2:41]3)=[CH:38][C:23]3[C:24]([C:34]([NH:36][CH3:37])=[O:35])=[C:25]([C:27]4[CH:32]=[CH:31][C:30]([F:33])=[CH:29][CH:28]=4)[O:26][C:22]=3[CH:21]=2)[S:16]([CH3:19])(=[O:18])=[O:17])=[CH:11][CH:10]=1)C1C=CC=CC=1. (3) The reactants are: [CH3:1][C:2]1[C:10]2[C:9]([CH2:11][C:12]([NH2:14])=[O:13])=[N:8][CH:7]=[N:6][C:5]=2[S:4][CH:3]=1.[Cl:15][C:16]1[CH:21]=[CH:20][C:19](I)=[CH:18][CH:17]=1.C([O-])([O-])=O.[K+].[K+].CN(C)CC(O)=O. Given the product [Cl:15][C:16]1[CH:21]=[CH:20][C:19]([NH:14][C:12](=[O:13])[CH2:11][C:9]2[C:10]3[C:2]([CH3:1])=[CH:3][S:4][C:5]=3[N:6]=[CH:7][N:8]=2)=[CH:18][CH:17]=1, predict the reactants needed to synthesize it.